This data is from Full USPTO retrosynthesis dataset with 1.9M reactions from patents (1976-2016). The task is: Predict the reactants needed to synthesize the given product. (1) Given the product [Br:18][C:19]1[CH:20]=[CH:21][C:22]([N:27]2[CH2:31][CH2:30][CH:29]([O:32][CH3:33])[CH2:28]2)=[C:23](/[CH:24]=[C:11](\[CH3:17])/[C:12]([O:14][CH2:15][CH3:16])=[O:13])[CH:26]=1, predict the reactants needed to synthesize it. The reactants are: [H-].[Na+].C(OP([CH:11]([CH3:17])[C:12]([O:14][CH2:15][CH3:16])=[O:13])(OCC)=O)C.[Br:18][C:19]1[CH:20]=[CH:21][C:22]([N:27]2[CH2:31][CH2:30][CH:29]([O:32][CH3:33])[CH2:28]2)=[C:23]([CH:26]=1)[CH:24]=O.O. (2) Given the product [CH3:10][S:9][C:5]1[N:4]=[C:3]([C:1]2[S:14][C:13]3[CH:15]=[CH:16][CH:17]=[CH:18][C:12]=3[C:11](=[O:19])[N:2]=2)[CH:8]=[N:7][CH:6]=1, predict the reactants needed to synthesize it. The reactants are: [C:1]([C:3]1[CH:8]=[N:7][CH:6]=[C:5]([S:9][CH3:10])[N:4]=1)#[N:2].[C:11](OC)(=[O:19])[C:12]1[C:13](=[CH:15][CH:16]=[CH:17][CH:18]=1)[SH:14].C(N(CC)CC)C.